Dataset: Catalyst prediction with 721,799 reactions and 888 catalyst types from USPTO. Task: Predict which catalyst facilitates the given reaction. (1) Product: [OH:1][C:2]1[CH:10]=[CH:9][C:8]([OH:11])=[CH:7][C:3]=1[C:4]([O:6][CH2:17][C@@H:18]([CH3:21])[CH2:19][CH3:20])=[O:5]. The catalyst class is: 3. Reactant: [OH:1][C:2]1[CH:10]=[CH:9][C:8]([OH:11])=[CH:7][C:3]=1[C:4]([OH:6])=[O:5].CS(O[CH2:17][C@@H:18]([CH3:21])[CH2:19][CH3:20])(=O)=O.C([O-])(O)=O.[Na+]. (2) Reactant: C(=O)([O-])[O-].[Cs+].[Cs+].CO[C:9]1[CH:10]=[C:11]([CH:14]=[CH:15][C:16]=1[N+]([O-])=O)[CH2:12][OH:13].[CH2:20](Br)[C:21]1[CH:26]=[CH:25][CH:24]=[CH:23][CH:22]=1. Product: [CH2:12]([O:13][CH2:20][C:21]1[CH:26]=[CH:25][CH:24]=[CH:23][CH:22]=1)[C:11]1[CH:14]=[CH:15][CH:16]=[CH:9][CH:10]=1. The catalyst class is: 27. (3) Reactant: CN(C=O)C.CCO[CH2:9][CH3:10].[K+].[Br-:12].[Br-].BrCC[C:17]1[C:30]2[C:21](=[NH+:22][CH:23]=[C:24]3[C:29]=2[CH:28]=[CH:27][CH:26]=[CH:25]3)[CH:20]=[CH:19][CH:18]=1. Product: [Br:12][CH2:24][CH2:23][N:22]1[CH2:9][C:10]2[C:29](=[CH:28][CH:27]=[CH:26][CH:25]=2)[C:30]2[CH:17]=[CH:18][CH:19]=[CH:20][C:21]1=2. The catalyst class is: 13. (4) Reactant: [C:1]1(=[O:11])[C:9]2[C:4](=[CH:5][CH:6]=[CH:7][CH:8]=2)[C:3](=[O:10])[NH:2]1.[Cl:12][C:13]1[CH:14]=[C:15]([CH:23]=[CH:24][C:25]=1[Cl:26])[O:16]N1CCCCC1.[CH3:27][N:28]([CH:30]=O)[CH3:29]. Product: [Cl:12][C:13]1[CH:14]=[C:15]([CH:23]=[CH:24][C:25]=1[Cl:26])[O:16][CH:6]1[CH2:7][CH2:29][N:28]([CH2:27][C@H:3]([OH:10])[CH2:4][N:2]2[C:3](=[O:10])[C:4]3[C:9](=[CH:8][CH:7]=[CH:6][CH:5]=3)[C:1]2=[O:11])[CH2:30][CH2:5]1. The catalyst class is: 8. (5) Reactant: [CH:1]([N:4]1[C:8]([C:9]2[S:10][C:11]3[CH2:12][CH2:13][O:14][C:15]4[CH:22]=[C:21]([CH:23]5[CH2:26][N:25]([C:27]([CH3:31])([CH3:30])[C:28]#[N:29])[CH2:24]5)[CH:20]=[CH:19][C:16]=4[C:17]=3[N:18]=2)=[N:7][CH:6]=[N:5]1)([CH3:3])[CH3:2].C(=O)([O-])[O-:33].[K+].[K+].OO.O. Product: [CH:1]([N:4]1[C:8]([C:9]2[S:10][C:11]3[CH2:12][CH2:13][O:14][C:15]4[CH:22]=[C:21]([CH:23]5[CH2:26][N:25]([C:27]([CH3:31])([CH3:30])[C:28]([NH2:29])=[O:33])[CH2:24]5)[CH:20]=[CH:19][C:16]=4[C:17]=3[N:18]=2)=[N:7][CH:6]=[N:5]1)([CH3:3])[CH3:2]. The catalyst class is: 16.